This data is from NCI-60 drug combinations with 297,098 pairs across 59 cell lines. The task is: Regression. Given two drug SMILES strings and cell line genomic features, predict the synergy score measuring deviation from expected non-interaction effect. Synergy scores: CSS=7.35, Synergy_ZIP=-3.55, Synergy_Bliss=0.0878, Synergy_Loewe=-15.0, Synergy_HSA=-2.18. Drug 2: C1CCC(C(C1)N)N.C(=O)(C(=O)[O-])[O-].[Pt+4]. Drug 1: C1=NNC2=C1C(=O)NC=N2. Cell line: KM12.